From a dataset of HIV replication inhibition screening data with 41,000+ compounds from the AIDS Antiviral Screen. Binary Classification. Given a drug SMILES string, predict its activity (active/inactive) in a high-throughput screening assay against a specified biological target. The compound is CC(C)CC(NC(=O)C(CCI)Cc1ccccc1)C(=O)Nc1ccccc1. The result is 0 (inactive).